From a dataset of Forward reaction prediction with 1.9M reactions from USPTO patents (1976-2016). Predict the product of the given reaction. Given the reactants FC1C=CC(C[O:7][C:8](=[O:35])[C:9]2[C:10](=[CH:22][C:23]([O:26][CH2:27][C:28]3[CH:33]=[CH:32][C:31]([F:34])=[CH:30][CH:29]=3)=[CH:24][CH:25]=2)[C:11]([O:13]CC2C=CC(F)=CC=2)=[O:12])=CC=1, predict the reaction product. The product is: [F:34][C:31]1[CH:30]=[CH:29][C:28]([CH2:27][O:26][C:23]2[CH:22]=[C:10]([C:11]([OH:13])=[O:12])[C:9](=[CH:25][CH:24]=2)[C:8]([OH:35])=[O:7])=[CH:33][CH:32]=1.